Dataset: Full USPTO retrosynthesis dataset with 1.9M reactions from patents (1976-2016). Task: Predict the reactants needed to synthesize the given product. (1) Given the product [C:1]1([CH3:17])[CH:6]=[CH:5][CH:4]=[CH:3][C:2]=1[P:7]([Cl:20])([C:10]1[CH:15]=[CH:14][CH:13]=[CH:12][C:11]=1[CH3:16])=[O:8], predict the reactants needed to synthesize it. The reactants are: [C:1]1([CH3:17])[CH:6]=[CH:5][CH:4]=[CH:3][C:2]=1[P:7]([C:10]1[CH:15]=[CH:14][CH:13]=[CH:12][C:11]=1[CH3:16])(=O)[OH:8].S(Cl)([Cl:20])=O. (2) Given the product [F:1][C:2]1[CH:7]=[CH:6][CH:5]=[C:4]([F:8])[C:3]=1[I:14], predict the reactants needed to synthesize it. The reactants are: [F:1][C:2]1[CH:7]=[CH:6][CH:5]=[C:4]([F:8])[CH:3]=1.C([Li])CCC.[I:14]I.[O-]S([O-])(=S)=O.[Na+].[Na+]. (3) Given the product [C:1]([O:4][C@@H:5]1[C@@H:18]([O:19][C:20](=[O:22])[CH3:21])[C@H:17]([O:23][C:24](=[O:26])[CH3:25])[CH2:16][S:15][C@H:6]1[O:7][C:8]1[CH:9]=[N:10][C:11]([C:31]2[CH:32]=[N:33][C:28]([Cl:27])=[CH:29][CH:30]=2)=[CH:12][CH:13]=1)(=[O:3])[CH3:2], predict the reactants needed to synthesize it. The reactants are: [C:1]([O:4][C@@H:5]1[C@@H:18]([O:19][C:20](=[O:22])[CH3:21])[C@H:17]([O:23][C:24](=[O:26])[CH3:25])[CH2:16][S:15][C@H:6]1[O:7][C:8]1[CH:9]=[N:10][C:11](Br)=[CH:12][CH:13]=1)(=[O:3])[CH3:2].[Cl:27][C:28]1[N:33]=[CH:32][C:31](B(O)O)=[CH:30][CH:29]=1. (4) The reactants are: [C:1]([O:5][C:6]([NH:8][C@:9]1([C:14]([OH:16])=O)[CH2:11][C@H:10]1[CH:12]=[CH2:13])=[O:7])([CH3:4])([CH3:3])[CH3:2].C1N=CN(C(N2C=NC=C2)=O)C=1.[CH:29]1([S:32]([NH2:35])(=[O:34])=[O:33])[CH2:31][CH2:30]1.C1CCN2C(=NCCC2)CC1. Given the product [C:1]([O:5][C:6]([NH:8][C@:9]1([C:14]([NH:35][S:32]([CH:29]2[CH2:31][CH2:30]2)(=[O:34])=[O:33])=[O:16])[CH2:11][C@H:10]1[CH:12]=[CH2:13])=[O:7])([CH3:2])([CH3:3])[CH3:4], predict the reactants needed to synthesize it. (5) Given the product [C:13]([O:12][C:10]([N:7]1[CH2:8][CH2:9][C:5]([CH2:4][CH:1]2[CH2:2][CH2:3]2)([C:17]([OH:19])=[O:18])[CH2:6]1)=[O:11])([CH3:16])([CH3:14])[CH3:15], predict the reactants needed to synthesize it. The reactants are: [CH:1]1([CH2:4][C:5]2([C:17]([O:19]C)=[O:18])[CH2:9][CH2:8][N:7]([C:10]([O:12][C:13]([CH3:16])([CH3:15])[CH3:14])=[O:11])[CH2:6]2)[CH2:3][CH2:2]1.[OH-].[K+]. (6) Given the product [Cl:1][C:2]1[CH:7]=[CH:6][C:5]([CH:8]([C:27]2[CH:28]=[CH:29][C:30]([Cl:33])=[CH:31][CH:32]=2)[N:9]2[CH2:10][CH2:11][N:12]([C:15]([O:17][CH:18]([C:19]([F:22])([F:21])[F:20])[C:23]([OH:25])=[O:24])=[O:16])[CH2:13][CH2:14]2)=[CH:4][CH:3]=1, predict the reactants needed to synthesize it. The reactants are: [Cl:1][C:2]1[CH:7]=[CH:6][C:5]([CH:8]([C:27]2[CH:32]=[CH:31][C:30]([Cl:33])=[CH:29][CH:28]=2)[N:9]2[CH2:14][CH2:13][N:12]([C:15]([O:17][CH:18]([C:23]([O:25]C)=[O:24])[C:19]([F:22])([F:21])[F:20])=[O:16])[CH2:11][CH2:10]2)=[CH:4][CH:3]=1.O1CCOCC1.[OH-].[Na+]. (7) Given the product [Cl-:13].[Cl-:13].[CH2:1]([C:3]1([Hf+2:17][C:3]2([CH2:1][CH3:2])[C:7]([CH3:8])=[C:6]([CH3:9])[C:5]([CH3:10])=[C:4]2[CH3:11])[C:7]([CH3:8])=[C:6]([CH3:9])[C:5]([CH3:10])=[C:4]1[CH3:11])[CH3:2], predict the reactants needed to synthesize it. The reactants are: [CH2:1]([C:3]1([Li])[C:7]([CH3:8])=[C:6]([CH3:9])[C:5]([CH3:10])=[C:4]1[CH3:11])[CH3:2].[Cl-:13].[Cl-].[Cl-].[Cl-].[Hf+4:17].